Dataset: Full USPTO retrosynthesis dataset with 1.9M reactions from patents (1976-2016). Task: Predict the reactants needed to synthesize the given product. (1) Given the product [C:1]([O:4][C@@H:5]1[C@@H:10]([CH3:11])[CH2:9][C@@H:8]([C:12]2[CH:17]=[CH:16][N:15]=[CH:14][C:13]=2[NH:18][C:34](=[O:35])[C:32]2[CH:31]=[CH:30][C:29]([F:37])=[C:28]([Br:27])[N:33]=2)[CH2:7][C@H:6]1[NH:19][C:20]([O:22][C:23]([CH3:25])([CH3:24])[CH3:26])=[O:21])(=[O:3])[CH3:2], predict the reactants needed to synthesize it. The reactants are: [C:1]([O:4][C@@H:5]1[C@@H:10]([CH3:11])[CH2:9][C@@H:8]([C:12]2[CH:17]=[CH:16][N:15]=[CH:14][C:13]=2[NH2:18])[CH2:7][C@H:6]1[NH:19][C:20]([O:22][C:23]([CH3:26])([CH3:25])[CH3:24])=[O:21])(=[O:3])[CH3:2].[Br:27][C:28]1[N:33]=[C:32]([C:34](O)=[O:35])[CH:31]=[CH:30][C:29]=1[F:37]. (2) Given the product [CH:33]1([C:22]2[CH:23]=[C:24]([OH:25])[C:19](=[O:18])[NH:20][N:21]=2)[CH2:34][CH2:35][CH2:36][CH2:37]1, predict the reactants needed to synthesize it. The reactants are: C(C1C=C(O)C(=O)NN=1)C.C([O:18][C:19]1[N:20]=[N:21][C:22]([C:33]2[CH2:37][CH2:36][CH2:35][CH:34]=2)=[CH:23][C:24]=1[O:25]CC1C=CC=CC=1)C1C=CC=CC=1.C(O)C.